From a dataset of Full USPTO retrosynthesis dataset with 1.9M reactions from patents (1976-2016). Predict the reactants needed to synthesize the given product. (1) Given the product [NH:8]1[CH2:13][CH2:12][CH:11]([O:14][C:15]2[CH:16]=[CH:17][C:18]([CH:21]3[CH2:22][CH2:23][N:24]([C:27]([O:29][CH2:30][C:31]4[CH:32]=[CH:33][CH:34]=[CH:35][CH:36]=4)=[O:28])[CH2:25][CH2:26]3)=[CH:19][CH:20]=2)[CH2:10][CH2:9]1, predict the reactants needed to synthesize it. The reactants are: CC(OC([N:8]1[CH2:13][CH2:12][CH:11]([O:14][C:15]2[CH:20]=[CH:19][C:18]([C:21]3(O)[CH2:26][CH2:25][N:24]([C:27]([O:29][CH2:30][C:31]4[CH:36]=[CH:35][CH:34]=[CH:33][CH:32]=4)=[O:28])[CH2:23][CH2:22]3)=[CH:17][CH:16]=2)[CH2:10][CH2:9]1)=O)(C)C.C([SiH](CC)CC)C.FC(F)(F)C(O)=O. (2) The reactants are: C(Cl)(=O)C(Cl)=O.[N:7]1([C:13]2[CH:21]=[CH:20][C:16]([C:17]([OH:19])=O)=[CH:15][C:14]=2[C:22]([F:25])([F:24])[F:23])[CH2:12][CH2:11][CH2:10][CH2:9][CH2:8]1.[F:26][C:27]1[CH:28]=[CH:29][C:30]([O:37][CH3:38])=[C:31]([C:33](=[N:35]O)[NH2:34])[CH:32]=1.CCN(C(C)C)C(C)C. Given the product [F:26][C:27]1[CH:28]=[CH:29][C:30]([O:37][CH3:38])=[C:31]([C:33]2[N:34]=[C:17]([C:16]3[CH:20]=[CH:21][C:13]([N:7]4[CH2:8][CH2:9][CH2:10][CH2:11][CH2:12]4)=[C:14]([C:22]([F:25])([F:24])[F:23])[CH:15]=3)[O:19][N:35]=2)[CH:32]=1, predict the reactants needed to synthesize it. (3) The reactants are: [Cl:1][C:2]1[CH:3]=[C:4]2[CH:10]=[C:9]([C:11]([OH:13])=O)[NH:8][C:5]2=[CH:6][N:7]=1.[CH3:14][O:15][C:16](=[O:28])[C@@H:17]([OH:27])[C@@H:18]([NH2:26])[CH2:19][C:20]1[CH:25]=[CH:24][CH:23]=[CH:22][CH:21]=1.C1C=CC2N(O)N=NC=2C=1.CCN=C=NCCCN(C)C.CCN(C(C)C)C(C)C. Given the product [CH3:14][O:15][C:16](=[O:28])[C@@H:17]([OH:27])[C@@H:18]([NH:26][C:11]([C:9]1[NH:8][C:5]2=[CH:6][N:7]=[C:2]([Cl:1])[CH:3]=[C:4]2[CH:10]=1)=[O:13])[CH2:19][C:20]1[CH:25]=[CH:24][CH:23]=[CH:22][CH:21]=1, predict the reactants needed to synthesize it. (4) The reactants are: [CH2:1]([N:4]([CH2:8][CH2:9][CH:10]=O)[C:5](=[O:7])[CH3:6])[CH:2]=[CH2:3].[O-]S([O-])(=O)=O.[Mg+2].[Cl:18][C:19]1[CH:32]=[CH:31][C:22]([O:23][C:24]2[CH:29]=[CH:28][CH:27]=[CH:26][C:25]=2[NH2:30])=[CH:21][CH:20]=1.B(F)(F)F.CCOCC.[CH2:42]([Mg]Br)[CH:43]=[CH2:44]. Given the product [Cl:18][C:19]1[CH:32]=[CH:31][C:22]([O:23][C:24]2[CH:29]=[CH:28][CH:27]=[CH:26][C:25]=2[NH:30][CH:10]([CH2:44][CH:43]=[CH2:42])[CH2:9][CH2:8][N:4]([CH2:1][CH:2]=[CH2:3])[C:5](=[O:7])[CH3:6])=[CH:21][CH:20]=1, predict the reactants needed to synthesize it. (5) The reactants are: [CH3:1][C:2]1[C:10]([CH3:11])=[CH:9][C:5](C(O)=O)=[CH:4][C:3]=1[N+:12]([O-])=O.C[O:16][CH:17]([O:21][CH3:22])N(C)C.O.NN.[CH3:26]N(C)C=O. Given the product [CH3:22][O:21][C:17]([C:5]1[CH:4]=[C:3]2[C:2]([CH:1]=[CH:26][NH:12]2)=[C:10]([CH3:11])[CH:9]=1)=[O:16], predict the reactants needed to synthesize it. (6) Given the product [Br:18][CH2:1][C:2]1[C:3]2[CH:10]=[CH:9][CH:8]=[CH:7][C:4]=2[S:5][CH:6]=1, predict the reactants needed to synthesize it. The reactants are: [CH3:1][C:2]1[C:3]2[CH:10]=[CH:9][CH:8]=[CH:7][C:4]=2[S:5][CH:6]=1.C1C(=O)N([Br:18])C(=O)C1.N(C(C)(C)C#N)=NC(C)(C)C#N. (7) Given the product [CH2:22]([CH:24]1[O:29][CH2:28][CH2:27][N:26]([C:30]2[N:31]=[C:32]([CH2:37][C:38]([NH:6][C:5]3[CH:7]=[CH:8][C:2]([F:1])=[CH:3][CH:4]=3)=[O:39])[NH:33][C:34](=[O:36])[CH:35]=2)[CH2:25]1)[CH3:23], predict the reactants needed to synthesize it. The reactants are: [F:1][C:2]1[CH:8]=[CH:7][C:5]([NH2:6])=[CH:4][CH:3]=1.Cl.CN(C)CCCN=C=NCC.[Na].[CH2:22]([CH:24]1[O:29][CH2:28][CH2:27][N:26]([C:30]2[N:31]=[C:32]([CH2:37][C:38](O)=[O:39])[NH:33][C:34](=[O:36])[CH:35]=2)[CH2:25]1)[CH3:23].